The task is: Predict the reactants needed to synthesize the given product.. This data is from Full USPTO retrosynthesis dataset with 1.9M reactions from patents (1976-2016). (1) The reactants are: [C:1]([C:5]1[O:9][N:8]=[C:7]([NH:10][C:11]([CH:13]2[CH2:18][O:17][CH2:16][CH2:15][NH:14]2)=[O:12])[CH:6]=1)([CH3:4])([CH3:3])[CH3:2].Cl.[F:20][C:21]1([F:30])[CH2:26][CH2:25][CH:24]([C:27](O)=[O:28])[CH2:23][CH2:22]1.C(N(CC)C(C)C)(C)C.P(Cl)(Cl)(Cl)=O. Given the product [C:1]([C:5]1[O:9][N:8]=[C:7]([NH:10][C:11]([CH:13]2[CH2:18][O:17][CH2:16][CH2:15][N:14]2[C:27]([CH:24]2[CH2:25][CH2:26][C:21]([F:30])([F:20])[CH2:22][CH2:23]2)=[O:28])=[O:12])[CH:6]=1)([CH3:4])([CH3:2])[CH3:3], predict the reactants needed to synthesize it. (2) Given the product [Cl:8][C:9]1[CH:10]=[C:11]([C:19]2[O:23][N:22]=[C:21]([C:24]3[CH:25]=[CH:26][CH:27]=[C:28]4[C:32]=3[N:31]([CH3:33])[CH:30]=[C:29]4[CH2:34][CH2:35][C:36]([OH:38])=[O:37])[N:20]=2)[CH:12]=[CH:13][C:14]=1[O:15][CH:16]([CH3:17])[CH3:18], predict the reactants needed to synthesize it. The reactants are: FC(F)(F)C(O)=O.[Cl:8][C:9]1[CH:10]=[C:11]([C:19]2[O:23][N:22]=[C:21]([C:24]3[CH:25]=[CH:26][CH:27]=[C:28]4[C:32]=3[N:31]([CH3:33])[CH:30]=[C:29]4[CH2:34][CH2:35][C:36]([O:38]C(C)(C)C)=[O:37])[N:20]=2)[CH:12]=[CH:13][C:14]=1[O:15][CH:16]([CH3:18])[CH3:17]. (3) The reactants are: CN1C=C(C2NC3=NC=CC(C4C=CC(C5(NC(C6OC(C(C)(C)C)=NN=6)=O)CC5)=CC=4)=C3N=2)C=N1.[Br:37][C:38]1[CH:43]=[CH:42][C:41]([C:44]([NH2:47])([CH3:46])[CH3:45])=[C:40]([F:48])[CH:39]=1.[C:49]([C:53]1[N:57]=[C:56]([C:58](O)=[O:59])[O:55][N:54]=1)([CH3:52])([CH3:51])[CH3:50].CCCP(=O)=O.CN(C=O)C.CCN(C(C)C)C(C)C.C(Cl)Cl. Given the product [Br:37][C:38]1[CH:43]=[CH:42][C:41]([C:44]([NH:47][C:58]([C:56]2[O:55][N:54]=[C:53]([C:49]([CH3:52])([CH3:51])[CH3:50])[N:57]=2)=[O:59])([CH3:46])[CH3:45])=[C:40]([F:48])[CH:39]=1, predict the reactants needed to synthesize it. (4) Given the product [C:1]([C:9]1[S:10][CH:11]=[CH:12][C:13]=1[C:14]([O:16][CH2:23][CH3:24])=[O:15])(=[O:8])[C:2]1[CH:7]=[CH:6][N:5]=[CH:4][CH:3]=1, predict the reactants needed to synthesize it. The reactants are: [C:1]([C:9]1[S:10][CH:11]=[CH:12][C:13]=1[C:14]([OH:16])=[O:15])(=[O:8])[C:2]1[CH:7]=[CH:6][N:5]=[CH:4][CH:3]=1.C([O-])([O-])=O.[Cs+].[Cs+].[CH3:23][CH2:24]I. (5) The reactants are: [OH:1][CH2:2][CH:3]1[CH2:9][CH:8]2[N:10]([C:11]([O:13][C:14]([CH3:17])([CH3:16])[CH3:15])=[O:12])[CH:5]([CH2:6][CH2:7]2)[CH2:4]1.I([O-])(=O)(=O)=[O:19].[Na+].C(OCC)(=O)C.O. Given the product [CH3:15][C:14]([O:13][C:11]([N:10]1[C@@H:8]2[CH2:9][CH:3]([C:2]([OH:19])=[O:1])[CH2:4][C@H:5]1[CH2:6][CH2:7]2)=[O:12])([CH3:17])[CH3:16], predict the reactants needed to synthesize it. (6) Given the product [CH3:19][C@@H:18]1[C:13]2[CH2:12][C@H:11]([C:20]([CH3:22])=[CH2:21])[CH2:10][CH2:9][C@H:8]([CH3:7])[C:14]=2[C@H:15]([OH:16])[CH2:17]1.[CH3:19][C@@H:18]1[C:13]2[CH2:12][C@H:11]([C:20]([CH3:22])=[CH2:21])[CH2:10][CH2:9][C@H:8]([CH3:7])[C:14]=2[C@@H:15]([OH:16])[CH2:17]1, predict the reactants needed to synthesize it. The reactants are: [H-].[Al+3].[Li+].[H-].[H-].[H-].[CH3:7][C@@H:8]1[C:14]2[C:15]([CH2:17][C@H:18]([CH3:19])[C:13]=2[CH2:12][C@H:11]([C:20]([CH3:22])=[CH2:21])[CH2:10][CH2:9]1)=[O:16].[OH-].[Na+].[O-]S([O-])(=O)=O.[Mg+2].